This data is from Full USPTO retrosynthesis dataset with 1.9M reactions from patents (1976-2016). The task is: Predict the reactants needed to synthesize the given product. (1) Given the product [CH:37]1([CH2:38][NH:33][S:27]([NH:30][C:31](=[O:32])[O:25][CH2:24][C:14]2[CH:15]=[CH:16][C:17]([O:19][CH2:20][CH2:21][O:22][CH3:23])=[CH:18][C:13]=2[O:12][C:3]2[C:2]([Cl:1])=[CH:7][C:6]([C:8]([F:9])([F:11])[F:10])=[CH:5][N:4]=2)(=[O:29])=[O:28])[CH2:35][CH2:36]1, predict the reactants needed to synthesize it. The reactants are: [Cl:1][C:2]1[C:3]([O:12][C:13]2[CH:18]=[C:17]([O:19][CH2:20][CH2:21][O:22][CH3:23])[CH:16]=[CH:15][C:14]=2[CH2:24][OH:25])=[N:4][CH:5]=[C:6]([C:8]([F:11])([F:10])[F:9])[CH:7]=1.Cl[S:27]([N:30]=[C:31]=[O:32])(=[O:29])=[O:28].[N:33]1[CH:38]=[CH:37][CH:36]=[CH:35]C=1.Cl. (2) Given the product [CH3:1][CH:2]1[C:11]2[C:6](=[C:7]([CH3:16])[CH:8]=[C:9]([C:13]([OH:15])=[O:14])[C:10]=2[CH3:12])[S:19](=[O:22])(=[O:20])[CH2:4][CH2:3]1, predict the reactants needed to synthesize it. The reactants are: [CH3:1][CH:2]1[C:11]2[C:6](=[C:7]([CH3:16])[CH:8]=[C:9]([C:13]([OH:15])=[O:14])[C:10]=2[CH3:12])S[CH2:4][CH2:3]1.OO.[S:19]([O-:22])(O)=[O:20].[Na+].